Predict the product of the given reaction. From a dataset of Forward reaction prediction with 1.9M reactions from USPTO patents (1976-2016). (1) Given the reactants [CH3:1][C:2]([O:5][C:6]([N:8]1[CH2:14][CH2:13][C:12]2=[CH:15][N:16]([C:18]3[CH:26]=[CH:25][C:21]([C:22]([OH:24])=O)=[CH:20][CH:19]=3)[N:17]=[C:11]2[CH2:10][CH2:9]1)=[O:7])([CH3:4])[CH3:3].O=[C:28](N1C=CN=C1)[N:29]1C=CN=[CH:30]1.CNC, predict the reaction product. The product is: [CH3:28][N:29]([CH3:30])[C:22]([C:21]1[CH:25]=[CH:26][C:18]([N:16]2[CH:15]=[C:12]3[C:11]([CH2:10][CH2:9][N:8]([C:6]([O:5][C:2]([CH3:3])([CH3:1])[CH3:4])=[O:7])[CH2:14][CH2:13]3)=[N:17]2)=[CH:19][CH:20]=1)=[O:24]. (2) Given the reactants [CH2:1]([O:5][CH2:6][CH2:7][O:8][C:9]1[CH:14]=[CH:13][C:12]([C:15]2[CH:20]=[CH:19][C:18]([N:21]3[CH2:25][CH2:24][CH2:23][CH2:22]3)=[C:17](/[C:26](/[CH3:33])=[CH:27]/[C:28]([O:30]CC)=[O:29])[CH:16]=2)=[CH:11][CH:10]=1)[CH2:2][CH2:3][CH3:4].[OH-].[Na+].O.Cl, predict the reaction product. The product is: [CH2:1]([O:5][CH2:6][CH2:7][O:8][C:9]1[CH:10]=[CH:11][C:12]([C:15]2[CH:20]=[CH:19][C:18]([N:21]3[CH2:25][CH2:24][CH2:23][CH2:22]3)=[C:17](/[C:26](/[CH3:33])=[CH:27]/[C:28]([OH:30])=[O:29])[CH:16]=2)=[CH:13][CH:14]=1)[CH2:2][CH2:3][CH3:4]. (3) The product is: [I:10][C:8]1[CH:7]=[CH:6][C:5]([O:11][CH:12]([CH3:14])[CH3:13])=[C:4]([CH:9]=1)[C:3]([OH:15])=[O:2]. Given the reactants C[O:2][C:3](=[O:15])[C:4]1[CH:9]=[C:8]([I:10])[CH:7]=[CH:6][C:5]=1[O:11][CH:12]([CH3:14])[CH3:13].[OH-].[K+].Cl, predict the reaction product. (4) The product is: [OH2:4].[OH2:48].[S:47]([C:44]1[CH:45]=[CH:46][C:41]([CH3:40])=[CH:42][CH:43]=1)([OH:50])(=[O:49])=[O:48].[NH2:1][C@@H:2]([CH2:6][C:7]1[CH:8]=[CH:9][C:10]([C:13]2[CH:18]=[C:17]([O:19][C@H:20]([C:25]3[CH:30]=[CH:29][C:28]([C:31]4[CH:36]=[CH:35][CH:34]=[C:33]([O:37][CH3:38])[CH:32]=4)=[CH:27][CH:26]=3)[C:21]([F:22])([F:24])[F:23])[N:16]=[C:15]([NH2:39])[N:14]=2)=[CH:11][CH:12]=1)[C:3]([OH:5])=[O:4]. Given the reactants [NH2:1][C@@H:2]([CH2:6][C:7]1[CH:12]=[CH:11][C:10]([C:13]2[CH:18]=[C:17]([O:19][C@H:20]([C:25]3[CH:30]=[CH:29][C:28]([C:31]4[CH:36]=[CH:35][CH:34]=[C:33]([O:37][CH3:38])[CH:32]=4)=[CH:27][CH:26]=3)[C:21]([F:24])([F:23])[F:22])[N:16]=[C:15]([NH2:39])[N:14]=2)=[CH:9][CH:8]=1)[C:3]([O-:5])=[O:4].[CH3:40][C:41]1[CH:42]=[CH:43][C:44]([S:47]([OH:50])(=[O:49])=[O:48])=[CH:45][CH:46]=1.O.C(#N)C.O, predict the reaction product. (5) Given the reactants [CH2:1]([C:4]1([OH:10])[CH2:9][CH2:8][O:7][CH2:6][CH2:5]1)[CH:2]=C.N1C(C)=CC=CC=1C.I([O-])(=O)(=O)=[O:20].[Na+].C([O-])(O)=O.[Na+], predict the reaction product. The product is: [OH:10][C:4]1([CH2:1][CH:2]=[O:20])[CH2:9][CH2:8][O:7][CH2:6][CH2:5]1.